Dataset: Peptide-MHC class I binding affinity with 185,985 pairs from IEDB/IMGT. Task: Regression. Given a peptide amino acid sequence and an MHC pseudo amino acid sequence, predict their binding affinity value. This is MHC class I binding data. (1) The peptide sequence is FPRSAERAG. The MHC is HLA-A69:01 with pseudo-sequence HLA-A69:01. The binding affinity (normalized) is 0.0847. (2) The peptide sequence is GLPRYVVCL. The MHC is HLA-A02:01 with pseudo-sequence HLA-A02:01. The binding affinity (normalized) is 0.558. (3) The peptide sequence is MEFNSLLAI. The MHC is HLA-B46:01 with pseudo-sequence HLA-B46:01. The binding affinity (normalized) is 0.0847. (4) The peptide sequence is SLSHDFTLV. The binding affinity (normalized) is 0.953. The MHC is HLA-A02:03 with pseudo-sequence HLA-A02:03. (5) The peptide sequence is CTDESRDRK. The MHC is HLA-A03:01 with pseudo-sequence HLA-A03:01. The binding affinity (normalized) is 0.197. (6) The peptide sequence is AETGSQGVY. The MHC is HLA-B40:01 with pseudo-sequence HLA-B40:01. The binding affinity (normalized) is 0.106. (7) The peptide sequence is STSPTRTWK. The MHC is HLA-A68:01 with pseudo-sequence HLA-A68:01. The binding affinity (normalized) is 0.836. (8) The peptide sequence is SYVFNFHKY. The MHC is HLA-B39:01 with pseudo-sequence HLA-B39:01. The binding affinity (normalized) is 0.0847.